From a dataset of Catalyst prediction with 721,799 reactions and 888 catalyst types from USPTO. Predict which catalyst facilitates the given reaction. (1) Reactant: [Cl:1][C:2]1[CH:7]=[CH:6][C:5]([C:8]2[O:9][C:10]([C:14]([OH:16])=O)=[C:11]([CH3:13])[N:12]=2)=[CH:4][CH:3]=1.Cl.CN(C)CCCN=C=NCC.[N:29]1[CH:34]=[CH:33][CH:32]=[CH:31][C:30]=1[CH2:35][NH:36][CH2:37][C:38]([O:40][CH3:41])=[O:39].[Cl-].[NH4+]. Product: [Cl:1][C:2]1[CH:3]=[CH:4][C:5]([C:8]2[O:9][C:10]([C:14]([N:36]([CH2:37][C:38]([O:40][CH3:41])=[O:39])[CH2:35][C:30]3[CH:31]=[CH:32][CH:33]=[CH:34][N:29]=3)=[O:16])=[C:11]([CH3:13])[N:12]=2)=[CH:6][CH:7]=1. The catalyst class is: 468. (2) Reactant: [NH2:1][C:2]1[CH:7]=[CH:6][C:5]([Cl:8])=[CH:4][N:3]=1.C[Si]([N-][Si](C)(C)C)(C)C.[Li+].[CH2:19]([O:21][C:22]([CH:24]1[CH:26]([CH2:27][OH:28])[CH:25]1[C:29](=[O:45])[NH:30][C:31]1[CH:36]=[CH:35][C:34]([N:37]2[CH:42]=[CH:41][CH:40]=[CH:39][C:38]2=[O:43])=[CH:33][C:32]=1[F:44])=[O:23])C.CO. Product: [CH3:19][O:21][C:22]([CH:24]1[CH:25]([C:29](=[O:45])[NH:30][C:31]2[CH:36]=[CH:35][C:34]([N:37]3[CH:42]=[CH:41][CH:40]=[CH:39][C:38]3=[O:43])=[CH:33][C:32]=2[F:44])[CH:26]1[C:27](=[O:28])[NH:1][C:2]1[CH:7]=[CH:6][C:5]([Cl:8])=[CH:4][N:3]=1)=[O:23]. The catalyst class is: 1.